The task is: Predict which catalyst facilitates the given reaction.. This data is from Catalyst prediction with 721,799 reactions and 888 catalyst types from USPTO. The catalyst class is: 4. Product: [CH3:5][O:6][C:7]1[CH:8]=[CH:9][C:10]([C:13]2[C:17]([CH3:18])=[C:16]([NH:19][C:24]([C@@H:22]3[CH2:23][C@H:21]3[CH3:20])=[O:25])[S:15][N:14]=2)=[CH:11][CH:12]=1. Reactant: C[Al](C)C.[CH3:5][O:6][C:7]1[CH:12]=[CH:11][C:10]([C:13]2[C:17]([CH3:18])=[C:16]([NH2:19])[S:15][N:14]=2)=[CH:9][CH:8]=1.[CH3:20][C@@H:21]1[CH2:23][C@H:22]1[C:24](OCC1C=CC=CC=1)=[O:25].